Dataset: Forward reaction prediction with 1.9M reactions from USPTO patents (1976-2016). Task: Predict the product of the given reaction. (1) Given the reactants C([O-])(=O)C.[Na+].Cl.[OH:7][NH2:8].[C:9]1(=O)[CH:12]2[CH2:13][C:14]3[CH:15]=[CH:16][CH:17]=[CH:18][C:19]=3[CH:11]2[CH2:10]1, predict the reaction product. The product is: [C:9]1(=[N:8][OH:7])[CH:12]2[CH2:13][C:14]3[CH:15]=[CH:16][CH:17]=[CH:18][C:19]=3[CH:11]2[CH2:10]1. (2) Given the reactants [C:1]([O:5][C:6](=[O:25])[NH:7][C:8]1[CH:13]=[C:12]([N:14]2[CH2:19][CH2:18][O:17][CH2:16][CH2:15]2)[C:11]([C:20]([F:23])([F:22])[F:21])=[CH:10][C:9]=1[NH2:24])([CH3:4])([CH3:3])[CH3:2].C([O:30][C:31](=O)[CH2:32][C:33]([C:35]1[CH:40]=[CH:39][N:38]=[C:37]([C:41]#[N:42])[CH:36]=1)=[O:34])(C)(C)C, predict the reaction product. The product is: [C:1]([O:5][C:6](=[O:25])[NH:7][C:8]1[CH:13]=[C:12]([N:14]2[CH2:15][CH2:16][O:17][CH2:18][CH2:19]2)[C:11]([C:20]([F:21])([F:22])[F:23])=[CH:10][C:9]=1[NH:24][C:31](=[O:30])[CH2:32][C:33]([C:35]1[CH:40]=[CH:39][N:38]=[C:37]([C:41]#[N:42])[CH:36]=1)=[O:34])([CH3:4])([CH3:2])[CH3:3]. (3) Given the reactants [CH2:1]([O:3][C:4]1[CH:5]=[C:6]([CH:9]=[CH:10][C:11]=1[OH:12])[CH:7]=[O:8])[CH3:2].C(=O)([O-])[O-].[K+].[K+].I[CH2:20][CH3:21], predict the reaction product. The product is: [CH2:1]([O:3][C:4]1[CH:5]=[C:6]([CH:9]=[CH:10][C:11]=1[O:12][CH2:20][CH3:21])[CH:7]=[O:8])[CH3:2]. (4) Given the reactants [CH3:1][O:2][C:3]1[CH:17]=[CH:16][C:15]([N+:18]([O-])=O)=[CH:14][C:4]=1[O:5][CH2:6][CH2:7][N:8]1[CH2:13][CH2:12][O:11][CH2:10][CH2:9]1.O.O.[Sn](Cl)Cl, predict the reaction product. The product is: [CH3:1][O:2][C:3]1[CH:17]=[CH:16][C:15]([NH2:18])=[CH:14][C:4]=1[O:5][CH2:6][CH2:7][N:8]1[CH2:13][CH2:12][O:11][CH2:10][CH2:9]1. (5) Given the reactants [S:1]([Cl:4])(Cl)=[O:2].N[C:6]1[CH:7]=[CH:8][C:9]([C:12]#[N:13])=[N:10][CH:11]=1.N([O-])=[O:15].[Na+].S(Cl)(Cl)=O.[OH2:22], predict the reaction product. The product is: [C:12]([C:9]1[N:10]=[CH:11][C:6]([S:1]([Cl:4])(=[O:2])=[O:15])=[CH:7][CH:8]=1)(=[O:22])[NH2:13]. (6) Given the reactants [NH:1]([CH2:7][CH2:8][S:9][CH2:10][CH3:11])[CH2:2][CH2:3][S:4][CH2:5][CH3:6].[CH:12](O)=O.C=O.[OH-].[Na+], predict the reaction product. The product is: [N:1]([CH3:12])([CH2:2][CH2:3][S:4][CH2:5][CH3:6])[CH2:7][CH2:8][S:9][CH2:10][CH3:11]. (7) Given the reactants [Br:1][C:2]1[CH:3]=[N:4][C:5]2[N:6]([N:8]=[C:9]([C:11]([OH:13])=O)[CH:10]=2)[CH:7]=1.[CH3:14][O:15][C:16]1[N:21]=[C:20]([O:22][CH3:23])[C:19]([C:24]2[CH:33]=[CH:32][CH:31]=[C:30]3[C:25]=2[CH2:26][CH2:27][NH:28][CH:29]3[CH3:34])=[CH:18][N:17]=1, predict the reaction product. The product is: [Br:1][C:2]1[CH:3]=[N:4][C:5]2[N:6]([N:8]=[C:9]([C:11]([N:28]3[CH2:27][CH2:26][C:25]4[C:30](=[CH:31][CH:32]=[CH:33][C:24]=4[C:19]4[C:20]([O:22][CH3:23])=[N:21][C:16]([O:15][CH3:14])=[N:17][CH:18]=4)[CH:29]3[CH3:34])=[O:13])[CH:10]=2)[CH:7]=1. (8) The product is: [Cl:1][C:2]1[CH:7]=[CH:6][C:5]([C@@H:8]([N:10]2[CH2:11][CH2:12][C:13]3([CH2:14][CH2:15][C:16]4([O:17][CH2:18][CH2:19][O:20]4)[CH2:21][CH2:22]3)[NH:23][C:24]2=[O:29])[CH3:9])=[CH:4][CH:3]=1. Given the reactants [Cl:1][C:2]1[CH:7]=[CH:6][C:5]([C@@H:8]([NH:10][CH2:11][CH2:12][C:13]2([NH:23][C:24](=[O:29])C(F)(F)F)[CH2:22][CH2:21][C:16]3([O:20][CH2:19][CH2:18][O:17]3)[CH2:15][CH2:14]2)[CH3:9])=[CH:4][CH:3]=1.ClC(Cl)(OC(=O)OC(Cl)(Cl)Cl)Cl, predict the reaction product. (9) Given the reactants [C:1]([NH:8][C:9]1[CH:14]=[CH:13][C:12]([NH2:15])=[CH:11][CH:10]=1)([O:3]C(C)(C)C)=O.C(N(CC)CC)C.[F:23][C:24]([F:39])([F:38])[C:25]1[CH:26]=[C:27]([CH:31]=[C:32]([C:34]([F:37])([F:36])[F:35])[CH:33]=1)C(Cl)=O, predict the reaction product. The product is: [NH2:15][C:12]1[CH:11]=[CH:10][C:9]([NH:8][C:1](=[O:3])[C:27]2[CH:31]=[C:32]([C:34]([F:37])([F:35])[F:36])[CH:33]=[C:25]([C:24]([F:23])([F:39])[F:38])[CH:26]=2)=[CH:14][CH:13]=1.